From a dataset of TAP: 5 developability metrics (CDR length, charge patches, hydrophobicity). Multi-output Regression. Predict 5 antibody developability metrics. (1) The antibody is ["['QVQLVESGGGVVQPGRSLRLSCAASGFIFSSYAMHWVRQAPGNGLEWVAFMSYDGSNKKYADSVKGRFTISRDNSKNTLYLQMNSLRAEDTAVYYCARDRGIAAGGNYYYYGMDVWGQGTTVTVSS'\\n 'EIVLTQSPATLSLSPGERATLSCRASQSVYSYLAWYQQKPGQAPRLLIYDASNRATGIPARFSGSGSGTDFTLTISSLEPEDFAVYYCQQRSNWPPFTFGPGTKVDIK']"]. Developability metrics: CDR_Length=54.0, PSH=127, PPC=1.14, PNC=0, SFvCSP=6.00. (2) The antibody is ["['QVQLVQSGAEVKKPGASVKVSCKASGYTFTDYSMDWVRQAPGQGLEWMGAIHLNTGYTNYNQKFKGRVTMTRDTSTSTVYMELSSLRSEDTAVYYCARGFYDGYSPMDYWGQGTTVTVSS'\\n 'DIQMTQSPSSLSASVGDRVTITCRASESVDSYGNSFMHWYQQKPGKAPKLLIYRASNLESGVPSRFSGSGSGTDFTLTISSLQPEDFATYYCQQSNEDPYTFGGGTKVEIK']"]. Developability metrics: CDR_Length=51.0, PSH=117, PPC=0.00980, PNC=1.84, SFvCSP=-1.10. (3) The antibody is ["['QVQLQQSGPELKKPGASVKVSCKDSGYAFSSSWMNWVRQAPGQGLEWIGRIYPGDGDTNYNGKFQGRVTITADKSSSTAYMELSSLRSEDTAVYFCARSGLLRYAMDYWGQGTLVTVSS'\\n 'DIQMTQSPSSLSASVGDRVTITCRASQDIRNYLNWYQQKPGKAVKLLIYYTSRLLPGVPSRFSGSGSGTDYSLTISSQEQEDIGTYFCQQGNTLPWTFGQGTKVEIR']"]. Developability metrics: CDR_Length=46.0, PSH=101, PPC=0, PNC=0.216, SFvCSP=16.0. (4) The antibody is ["['QVQLVESGGGAVQPGRSLRLSCAASGFTFSSYGMHWVRQAPGKGLEWVAVILYDGSDKFYADSVKGRFTISRDNSKNTLYLQMNSLRAEDTAVYYCAKVAVAGTHFDYWGQGTLVTVSS'\\n 'DIQMTQSPSSLSASVGDRVTITCRASQGIRNDLGWYQQKPGKAPKLLIYAASSLQSGVPSRFSGSGSGTDFTLTISSLQPEDFATYYCQQLNSYPPTFGGGTKVEIK']"]. Developability metrics: CDR_Length=46.0, PSH=136, PPC=0, PNC=0.0541, SFvCSP=3.30. (5) The antibody is ["['EVQLVESGGGLVQPGGSLRLSCAASGFTLSGDWIHWVRQAPGKGLEWVGEISAAGGYTDYADSVKGRFTISADTSKNTAYLQMNSLRAEDTAVYYCARESRVSFEAAMDYWGQGTLVTVSS'\\n 'DIQMTQSPSSLSASVGDRVTITCRASQNIATDVAWYQQKPGKAPKLLIYSASFLYSGVPSRFSGSGSGTDFTLTISSLQPEDFATYYCQQSEPEPYTFGQGTKVEIK']"]. Developability metrics: CDR_Length=48.0, PSH=124, PPC=0.0560, PNC=0.536, SFvCSP=0.